Dataset: Forward reaction prediction with 1.9M reactions from USPTO patents (1976-2016). Task: Predict the product of the given reaction. (1) Given the reactants [NH2:1][C:2]1[N:3]=[CH:4][CH:5]=[C:6]2[C:11]=1[C:10](=[O:12])[N:9]([CH3:13])[C:8]1[CH:14]=[C:15]([Cl:18])[CH:16]=[CH:17][C:7]2=1.[H-].[Na+].Cl[CH2:22][C:23]1[CH:28]=[CH:27][C:26]([O:29][CH3:30])=[CH:25][CH:24]=1, predict the reaction product. The product is: [Cl:18][C:15]1[CH:16]=[CH:17][C:7]2[C:6]3[C:11](=[C:2]([NH:1][CH2:22][C:23]4[CH:28]=[CH:27][C:26]([O:29][CH3:30])=[CH:25][CH:24]=4)[N:3]=[CH:4][CH:5]=3)[C:10](=[O:12])[N:9]([CH3:13])[C:8]=2[CH:14]=1. (2) Given the reactants [NH2:1][C:2]1[CH:3]=[C:4]2[C:8](=[CH:9][CH:10]=1)[NH:7][C:6](=[O:11])[CH2:5]2.[C:12](O[C:12]([O:14][C:15]([CH3:18])([CH3:17])[CH3:16])=[O:13])([O:14][C:15]([CH3:18])([CH3:17])[CH3:16])=[O:13].CCN(CC)CC, predict the reaction product. The product is: [O:11]=[C:6]1[CH2:5][C:4]2[C:8](=[CH:9][CH:10]=[C:2]([NH:1][C:12](=[O:13])[O:14][C:15]([CH3:18])([CH3:17])[CH3:16])[CH:3]=2)[NH:7]1. (3) The product is: [CH3:45][S:46]([N:1]1[CH2:6][CH2:5][CH2:4][C@@H:3]([NH:7][C:8]([C:10]2[C:18]3[C:13](=[N:14][CH:15]=[C:16]([C:19]4[C:27]5[C:22](=[CH:23][C:24]([Cl:28])=[CH:25][CH:26]=5)[N:21]([CH3:29])[N:20]=4)[N:17]=3)[N:12]([CH2:30][O:31][CH2:32][CH2:33][Si:34]([CH3:37])([CH3:36])[CH3:35])[CH:11]=2)=[O:9])[CH2:2]1)(=[O:48])=[O:47]. Given the reactants [NH:1]1[CH2:6][CH2:5][CH2:4][C@@H:3]([NH:7][C:8]([C:10]2[C:18]3[C:13](=[N:14][CH:15]=[C:16]([C:19]4[C:27]5[C:22](=[CH:23][C:24]([Cl:28])=[CH:25][CH:26]=5)[N:21]([CH3:29])[N:20]=4)[N:17]=3)[N:12]([CH2:30][O:31][CH2:32][CH2:33][Si:34]([CH3:37])([CH3:36])[CH3:35])[CH:11]=2)=[O:9])[CH2:2]1.C(N(CC)CC)C.[CH3:45][S:46](Cl)(=[O:48])=[O:47], predict the reaction product.